Dataset: Forward reaction prediction with 1.9M reactions from USPTO patents (1976-2016). Task: Predict the product of the given reaction. (1) Given the reactants FC(F)(F)C(O)=O.[C:8]([O:11][C@H:12]([CH3:43])[CH2:13][CH2:14][CH2:15][CH2:16][N:17]1[C:26](=[O:27])[C:25]2[N:24]([CH3:28])[CH:23]=[N:22][C:21]=2[N:20]([CH2:29][CH2:30][CH2:31][CH2:32][CH2:33][CH2:34][NH:35]C(OC(C)(C)C)=O)[C:18]1=[O:19])(=[O:10])[CH3:9], predict the reaction product. The product is: [C:8]([O:11][C@H:12]([CH3:43])[CH2:13][CH2:14][CH2:15][CH2:16][N:17]1[C:26](=[O:27])[C:25]2[N:24]([CH3:28])[CH:23]=[N:22][C:21]=2[N:20]([CH2:29][CH2:30][CH2:31][CH2:32][CH2:33][CH2:34][NH2:35])[C:18]1=[O:19])(=[O:10])[CH3:9]. (2) Given the reactants C[N:2](C)[CH:3]=[CH:4][C:5]([C:7]1[C:12](=[O:13])[CH:11]=[CH:10][N:9]([C:14]2[CH:19]=[CH:18][CH:17]=[CH:16][C:15]=2[C:20]([F:23])([F:22])[F:21])[N:8]=1)=O.[C:25]1([NH:31]N)[CH:30]=[CH:29][CH:28]=[CH:27][CH:26]=1, predict the reaction product. The product is: [C:25]1([N:31]2[C:5]([C:7]3[C:12](=[O:13])[CH:11]=[CH:10][N:9]([C:14]4[CH:19]=[CH:18][CH:17]=[CH:16][C:15]=4[C:20]([F:23])([F:22])[F:21])[N:8]=3)=[CH:4][CH:3]=[N:2]2)[CH:30]=[CH:29][CH:28]=[CH:27][CH:26]=1.